Dataset: Orexin1 receptor HTS with 218,158 compounds and 233 confirmed actives. Task: Binary Classification. Given a drug SMILES string, predict its activity (active/inactive) in a high-throughput screening assay against a specified biological target. (1) The compound is O=C(NCCCCNC(=O)c1ccc(OCC)cc1)c1ccc(OCC)cc1. The result is 0 (inactive). (2) The molecule is Clc1ccc(C(=O)CSc2n(c(nn2)CCc2ccccc2)c2ccc(OC)cc2)cc1. The result is 0 (inactive). (3) The compound is o1c2c3c4N(CCC3)CCCc4cc2c(C(C)C)cc1=O. The result is 0 (inactive). (4) The molecule is O(c1c(OCC)ccc(c1)C(=O)NCC(=O)Nc1ccncc1)CC. The result is 0 (inactive). (5) The drug is O1c2c(OCC1)ccc(c2)C(=O)NCC(=O)Nc1c(cccc1C)C. The result is 0 (inactive). (6) The molecule is S(=O)(=O)(N(CC)c1ccccc1)c1ccc(cc1)C(=O)Nc1sccn1. The result is 0 (inactive).